Dataset: Reaction yield outcomes from USPTO patents with 853,638 reactions. Task: Predict the reaction yield, written as a fraction of the theoretical maximum amount of product (1.0 means a 100% yield; for example, 0.34 means a 34% yield). (1) The reactants are [CH3:1][C:2]1([CH3:17])[CH2:11][CH2:10][C:9]([CH3:13])([CH3:12])[C:8]2[CH:7]=[C:6](B(O)O)[CH:5]=[CH:4][C:3]1=2.Br[C:19]1[CH:20]=[C:21]([CH:24]=[O:25])[NH:22][CH:23]=1. No catalyst specified. The product is [CH3:1][C:2]1([CH3:17])[CH2:11][CH2:10][C:9]([CH3:13])([CH3:12])[C:8]2[CH:7]=[C:6]([C:19]3[CH:20]=[C:21]([CH:24]=[O:25])[NH:22][CH:23]=3)[CH:5]=[CH:4][C:3]1=2. The yield is 0.216. (2) The reactants are [CH3:1][S:2]([NH:5][CH2:6][CH2:7][NH:8]C(=O)OC(C)(C)C)(=[O:4])=[O:3].[ClH:16].O1CCOCC1.C(OCC)(=O)C. The product is [ClH:16].[ClH:16].[NH2:8][CH2:7][CH2:6][NH:5][S:2]([CH3:1])(=[O:4])=[O:3]. The catalyst is C(OCC)C. The yield is 1.00. (3) The reactants are COCCOC.[C:7]([C:15]1[CH:20]=[CH:19][CH:18]=[CH:17][C:16]=1[S:21][CH2:22][CH:23]([CH2:26][CH3:27])[CH:24]=O)(=O)[C:8]1[CH:13]=[CH:12][CH:11]=[CH:10][CH:9]=1. The catalyst is [Zn].O. The product is [CH2:26]([CH:23]1[CH:24]=[C:7]([C:8]2[CH:13]=[CH:12][CH:11]=[CH:10][CH:9]=2)[C:15]2[CH:20]=[CH:19][CH:18]=[CH:17][C:16]=2[S:21][CH2:22]1)[CH3:27]. The yield is 0.770. (4) The reactants are [C:1]1([C:7]#[CH:8])[CH:6]=[CH:5][CH:4]=[CH:3][CH:2]=1.C([Li])CCC.C(#N)[C:15]1[CH:20]=[CH:19][CH:18]=[CH:17][CH:16]=1.CCCCCCCCCCCCC. The catalyst is C1COCC1.CN1CCCC1=O.[Zn+2].[Br-].[Br-]. The product is [C:1]1([C:7]#[C:8][C:15]2[CH:20]=[CH:19][CH:18]=[CH:17][CH:16]=2)[CH:6]=[CH:5][CH:4]=[CH:3][CH:2]=1. The yield is 0.370. (5) The catalyst is C1COCC1. The reactants are [F:1][C:2]1[CH:18]=[C:17]([CH:19]=[CH2:20])[CH:16]=[CH:15][C:3]=1[O:4][C:5]1[CH:6]=[N:7][C:8]([C:11]([F:14])([F:13])[F:12])=[N:9][CH:10]=1.B1C2CCCC1CCC2.[OH-:30].[Na+].OO. The product is [F:1][C:2]1[CH:18]=[C:17]([CH2:19][CH2:20][OH:30])[CH:16]=[CH:15][C:3]=1[O:4][C:5]1[CH:10]=[N:9][C:8]([C:11]([F:12])([F:13])[F:14])=[N:7][CH:6]=1. The yield is 1.32.